This data is from Catalyst prediction with 721,799 reactions and 888 catalyst types from USPTO. The task is: Predict which catalyst facilitates the given reaction. (1) Reactant: C[O:2][C:3]1[CH:4]=[C:5]2[C:9](=[C:10]([CH3:12])[CH:11]=1)[CH2:8][C:7]([C:13]1[CH:18]=[CH:17][C:16]([O:19]C)=[CH:15][CH:14]=1)=[C:6]2[C:21]1[CH:26]=[CH:25][CH:24]=[CH:23][CH:22]=1.B(Br)(Br)Br.[CH2:31](Cl)Cl. Product: [OH:19][C:16]1[CH:15]=[CH:14][C:13]([C:7]2[CH2:8][C:9]3[C:5]([C:6]=2[C:21]2[CH:26]=[CH:25][C:24]([CH3:31])=[CH:23][CH:22]=2)=[CH:4][C:3]([OH:2])=[CH:11][C:10]=3[CH3:12])=[CH:18][CH:17]=1. The catalyst class is: 81. (2) Reactant: [C:1]([O:5][C:6](=[O:13])[N:7]([CH2:9][CH2:10][O:11][NH2:12])[CH3:8])([CH3:4])([CH3:3])[CH3:2].C(N(C(C)C)CC)(C)C.FC1C([O:30][C:31](=O)[C:32]2[CH:37]=[CH:36][C:35]([F:38])=[C:34]([F:39])[C:33]=2[NH:40][C:41]2[CH:46]=[CH:45][C:44]([I:47])=[CH:43][C:42]=2[CH3:48])=C(F)C(F)=C(F)C=1F. Product: [C:1]([O:5][C:6](=[O:13])[N:7]([CH2:9][CH2:10][O:11][NH:12][C:31]([C:32]1[CH:37]=[CH:36][C:35]([F:38])=[C:34]([F:39])[C:33]=1[NH:40][C:41]1[CH:46]=[CH:45][C:44]([I:47])=[CH:43][C:42]=1[CH3:48])=[O:30])[CH3:8])([CH3:4])([CH3:2])[CH3:3]. The catalyst class is: 9. (3) Reactant: [Cl:1][C:2]1[CH:7]=[CH:6][CH:5]=[C:4]([C:8]2[CH:13]=[CH:12][C:11]([O:14][CH2:15][C:16]3[CH:25]=[CH:24][C:23]4[C:18](=[CH:19][CH:20]=[CH:21][CH:22]=4)[N:17]=3)=[CH:10][CH:9]=2)[C:3]=1[OH:26].[F:27][C:28]([F:41])([F:40])[S:29](O[S:29]([C:28]([F:41])([F:40])[F:27])(=[O:31])=[O:30])(=[O:31])=[O:30]. Product: [F:27][C:28]([F:41])([F:40])[S:29]([O:26][C:3]1[C:2]([Cl:1])=[CH:7][CH:6]=[CH:5][C:4]=1[C:8]1[CH:13]=[CH:12][C:11]([O:14][CH2:15][C:16]2[CH:25]=[CH:24][C:23]3[C:18](=[CH:19][CH:20]=[CH:21][CH:22]=3)[N:17]=2)=[CH:10][CH:9]=1)(=[O:31])=[O:30]. The catalyst class is: 17. (4) Reactant: [CH2:1](O)[C@H:2]1[O:7][C@H:6]([O:8][C@:9]2(CO)O[C@H](CO)[C@@H](O)[C@@H]2O)[C@H:5](O)[C@@H:4](O)[C@@H:3]1O.[C:24]([O-])(=O)[CH2:25][CH2:26][CH2:27][CH2:28][CH2:29][CH2:30][CH2:31][CH2:32][CH2:33][CH2:34][CH2:35][CH2:36][CH2:37][CH2:38][CH2:39]CC.[Na+].OO. Product: [C:6]([O:8][CH3:9])(=[O:7])[CH2:5][CH2:4][CH2:3][CH2:2][CH2:1][CH2:24][CH2:25][CH2:26][CH2:27][CH2:28][CH2:29]/[CH:30]=[CH:31]\[CH2:32][CH2:33][CH2:34][CH2:35][CH2:36][CH2:37][CH2:38][CH3:39]. The catalyst class is: 6. (5) Reactant: CS([C:4]1[N:9]=[C:8]([NH:10][C:11]2([C:14]3[CH:19]=[CH:18][CH:17]=[CH:16][CH:15]=3)[CH2:13][CH2:12]2)[C:7]([C:20]([NH2:22])=[O:21])=[CH:6][N:5]=1)=O.[C:23]([NH:26][C:27]1[CH:28]=[C:29]([CH:31]=[CH:32][CH:33]=1)[NH2:30])(=[O:25])[CH3:24].CC1C=CC(S(O)(=O)=O)=CC=1. Product: [C:23]([NH:26][C:27]1[CH:28]=[C:29]([NH:30][C:4]2[N:9]=[C:8]([NH:10][C:11]3([C:14]4[CH:19]=[CH:18][CH:17]=[CH:16][CH:15]=4)[CH2:13][CH2:12]3)[C:7]([C:20]([NH2:22])=[O:21])=[CH:6][N:5]=2)[CH:31]=[CH:32][CH:33]=1)(=[O:25])[CH3:24]. The catalyst class is: 37.